Task: Regression. Given a peptide amino acid sequence and an MHC pseudo amino acid sequence, predict their binding affinity value. This is MHC class I binding data.. Dataset: Peptide-MHC class I binding affinity with 185,985 pairs from IEDB/IMGT (1) The peptide sequence is GRRPLKNRK. The MHC is HLA-B35:01 with pseudo-sequence HLA-B35:01. The binding affinity (normalized) is 0.0847. (2) The peptide sequence is TMLRNSELCH. The MHC is HLA-A68:01 with pseudo-sequence HLA-A68:01. The binding affinity (normalized) is 0.